From a dataset of Peptide-MHC class II binding affinity with 134,281 pairs from IEDB. Regression. Given a peptide amino acid sequence and an MHC pseudo amino acid sequence, predict their binding affinity value. This is MHC class II binding data. The peptide sequence is LKDLWDYMLNSTGGI. The MHC is H-2-IAb with pseudo-sequence H-2-IAb. The binding affinity (normalized) is 0.